From a dataset of Catalyst prediction with 721,799 reactions and 888 catalyst types from USPTO. Predict which catalyst facilitates the given reaction. (1) Reactant: [CH2:1]([OH:5])[CH2:2][C:3]#[CH:4].[Cl:6][C:7]1[CH:35]=[CH:34][CH:33]=[C:32]([Cl:36])[C:8]=1[C:9]([NH:11][C@H:12]([C:28]([O:30][CH3:31])=[O:29])[CH2:13][C:14]1[CH:19]=[CH:18][C:17](OS(C(F)(F)F)(=O)=O)=[CH:16][CH:15]=1)=[O:10].C(N(CC)CC)C. Product: [Cl:6][C:7]1[CH:35]=[CH:34][CH:33]=[C:32]([Cl:36])[C:8]=1[C:9]([NH:11][C@H:12]([C:28]([O:30][CH3:31])=[O:29])[CH2:13][C:14]1[CH:19]=[CH:18][C:17]([C:4]#[C:3][CH2:2][CH2:1][OH:5])=[CH:16][CH:15]=1)=[O:10]. The catalyst class is: 122. (2) Reactant: [CH2:1]([OH:8])[C:2]1[CH:7]=[CH:6][CH:5]=[CH:4][CH:3]=1.C(N(CC)CC)C.C(Cl)Cl.[Br:19][CH2:20][CH2:21][CH2:22][CH2:23][C:24](Cl)=[O:25]. Product: [Br:19][CH2:20][CH2:21][CH2:22][CH2:23][C:24]([O:8][CH2:1][C:2]1[CH:7]=[CH:6][CH:5]=[CH:4][CH:3]=1)=[O:25]. The catalyst class is: 161. (3) Reactant: [CH3:1][C:2]1([CH3:16])[C:6]([CH3:8])([CH3:7])[O:5][B:4]([C:9]2[CH:10]=[C:11]([CH:13]=[CH:14][CH:15]=2)[NH2:12])[O:3]1.C(N(CC)CC)C.[C:24]([O:27][C:28]([CH3:33])([CH3:32])[C:29](Cl)=[O:30])(=[O:26])[CH3:25]. Product: [C:24]([O:27][C:28]([CH3:33])([CH3:32])[C:29](=[O:30])[NH:12][C:11]1[CH:13]=[CH:14][CH:15]=[C:9]([B:4]2[O:3][C:2]([CH3:16])([CH3:1])[C:6]([CH3:7])([CH3:8])[O:5]2)[CH:10]=1)(=[O:26])[CH3:25]. The catalyst class is: 675. (4) Reactant: [CH2:1]1[C@@H:9]2[C@H:4]([CH2:5][C:6]3[CH:13]=[CH:12][CH:11]=[CH:10][C:7]=3[CH2:8]2)[CH2:3][NH:2]1.Br[CH2:15][CH2:16][CH2:17][N:18]1[C:22](=[O:23])[C:21]2=[CH:24][CH:25]=[CH:26][CH:27]=[C:20]2[C:19]1=[O:28].[I-].[K+].C(=O)([O-])[O-].[K+].[K+]. Product: [C:19]1(=[O:28])[N:18]([CH2:17][CH2:16][CH2:15][N:2]2[CH2:3][CH:4]3[CH:9]([CH2:8][C:7]4[CH:10]=[CH:11][CH:12]=[CH:13][C:6]=4[CH2:5]3)[CH2:1]2)[C:22](=[O:23])[C:21]2=[CH:24][CH:25]=[CH:26][CH:27]=[C:20]12. The catalyst class is: 573. (5) Reactant: N1CCCC[C@H]1C(O)=O.[CH:10]1[C:15]([CH2:16][N:17]2[CH2:18][CH2:19][NH:20]/[C:21]/2=[N:22]\[N+:23]([O-:25])=[O:24])=[CH:14][N:13]=[C:12]([Cl:26])[CH:11]=1.[CH:27]1[C:28]([C:49]([F:52])([F:51])[F:50])=[CH:29][C:30]([Cl:48])=[C:31]([N:34]2[N:38]=[C:37]([C:39]#[N:40])[C:36]([S+:41]([O-:46])[C:42]([F:45])([F:44])[F:43])=[C:35]2[NH2:47])[C:32]=1[Cl:33]. Product: [CH:10]1[C:15]([CH2:16][N:17]2[CH2:18][CH2:19][NH:20]/[C:21]/2=[N:22]\[N+:23]([O-:25])=[O:24])=[CH:14][N:13]=[C:12]([Cl:26])[CH:11]=1.[CH:29]1[C:28]([C:49]([F:51])([F:50])[F:52])=[CH:27][C:32]([Cl:33])=[C:31]([N:34]2[N:38]=[C:37]([C:39]#[N:40])[C:36]([S+:41]([O-:46])[C:42]([F:45])([F:43])[F:44])=[C:35]2[NH2:47])[C:30]=1[Cl:48]. The catalyst class is: 6.